The task is: Predict the product of the given reaction.. This data is from Forward reaction prediction with 1.9M reactions from USPTO patents (1976-2016). (1) Given the reactants [Cl:1][C:2]1[CH:25]=[C:24]([Cl:26])[CH:23]=[CH:22][C:3]=1[C:4]1[CH:5]=[CH:6][C:7]([CH2:20][CH3:21])=[C:8]([CH:10]2[C:16](=[O:17])[CH:15]3[CH2:18][CH:12]([CH2:13][CH2:14]3)[C:11]2=[O:19])[CH:9]=1.C(N(CC)CC)C.Cl[C:35]([O:37][CH3:38])=[O:36], predict the reaction product. The product is: [CH3:38][O:37][C:35](=[O:36])[O:17][C:16]1[CH:15]2[CH2:18][CH:12]([C:11](=[O:19])[C:10]=1[C:8]1[CH:9]=[C:4]([C:3]3[CH:22]=[CH:23][C:24]([Cl:26])=[CH:25][C:2]=3[Cl:1])[CH:5]=[CH:6][C:7]=1[CH2:20][CH3:21])[CH2:13][CH2:14]2. (2) Given the reactants FC(F)(F)C(O)=O.[CH:8]1[C:16]2[C:15]3[CH:17]=[CH:18][CH:19]=[CH:20][C:14]=3[O:13][C:12]=2[C:11]([C:21]2[N:26]=[CH:25][N:24]=[C:23]([NH:27][C:28]3[CH:33]=[CH:32][C:31]([NH2:34])=[CH:30][CH:29]=3)[CH:22]=2)=[CH:10][CH:9]=1.[CH3:35][N:36]([CH3:46])[C:37]1[CH:38]=[C:39]([CH:43]=[CH:44][CH:45]=1)[C:40](Cl)=[O:41], predict the reaction product. The product is: [CH:8]1[C:16]2[C:15]3[CH:17]=[CH:18][CH:19]=[CH:20][C:14]=3[O:13][C:12]=2[C:11]([C:21]2[N:26]=[CH:25][N:24]=[C:23]([NH:27][C:28]3[CH:29]=[CH:30][C:31]([NH:34][C:40](=[O:41])[C:39]4[CH:43]=[CH:44][CH:45]=[C:37]([N:36]([CH3:35])[CH3:46])[CH:38]=4)=[CH:32][CH:33]=3)[CH:22]=2)=[CH:10][CH:9]=1. (3) Given the reactants [OH:1][C:2]1[CH:3]=[C:4]2[C:9](=[CH:10][CH:11]=1)[C:8]([C:12]([OH:14])=O)=[CH:7][CH:6]=[CH:5]2.CCN(C(C)C)C(C)C.[Cl:24][C:25]1[CH:30]=[CH:29][C:28]([NH2:31])=[CH:27][CH:26]=1, predict the reaction product. The product is: [Cl:24][C:25]1[CH:30]=[CH:29][C:28]([NH:31][C:12]([C:8]2[C:9]3[C:4](=[CH:3][C:2]([OH:1])=[CH:11][CH:10]=3)[CH:5]=[CH:6][CH:7]=2)=[O:14])=[CH:27][CH:26]=1. (4) Given the reactants Cl[C:2]1[N:7]=[C:6]([NH:8][C@H:9]([C:13]2[C:18]([F:19])=[CH:17][C:16]([F:20])=[CH:15][N:14]=2)[CH2:10][O:11][CH3:12])[N:5]=[C:4]([NH:21][C:22]2[N:23]=[CH:24][N:25]([CH3:27])[CH:26]=2)[N:3]=1.[NH:28]1[CH2:33][CH2:32][O:31][CH2:30][CH2:29]1, predict the reaction product. The product is: [F:19][C:18]1[C:13]([C@@H:9]([NH:8][C:6]2[N:5]=[C:4]([NH:21][C:22]3[N:23]=[CH:24][N:25]([CH3:27])[CH:26]=3)[N:3]=[C:2]([N:28]3[CH2:33][CH2:32][O:31][CH2:30][CH2:29]3)[N:7]=2)[CH2:10][O:11][CH3:12])=[N:14][CH:15]=[C:16]([F:20])[CH:17]=1. (5) Given the reactants [OH-].[Na+].CO.C([O:7][C:8]([C:10]1[C:14]([C:15]2[CH:20]=[CH:19][C:18]([CH2:21][CH3:22])=[CH:17][CH:16]=2)=[CH:13][S:12][C:11]=1[N:23]1[C:31](=[O:32])[C:30]2[C:25](=[CH:26][CH:27]=[CH:28][CH:29]=2)[C:24]1=[O:33])=[O:9])C.Cl, predict the reaction product. The product is: [O:33]=[C:24]1[C:25]2[C:30](=[CH:29][CH:28]=[CH:27][CH:26]=2)[C:31](=[O:32])[N:23]1[C:11]1[S:12][CH:13]=[C:14]([C:15]2[CH:16]=[CH:17][C:18]([CH2:21][CH3:22])=[CH:19][CH:20]=2)[C:10]=1[C:8]([OH:9])=[O:7]. (6) Given the reactants [OH:1][C:2]1[C:11]2[CH:10]=[C:9]([C:12]3[CH:17]=[CH:16][CH:15]=[CH:14][CH:13]=3)[N:8]=[N:7][C:6]=2[N:5]([CH3:18])[C:4](=[O:19])[C:3]=1[C:20](=[O:28])[CH2:21][CH2:22][C:23]([O:25]CC)=[O:24].C(OCC)(=O)CCC(OC1C2C=C(C3C=CC=CC=3)N=NC=2N(C)C(=O)C=1)=O.C([O-])(=O)C.[Na+].[Cl-].[Al+3].[Cl-].[Cl-], predict the reaction product. The product is: [OH:1][C:2]1[C:11]2[CH:10]=[C:9]([C:12]3[CH:17]=[CH:16][CH:15]=[CH:14][CH:13]=3)[N:8]=[N:7][C:6]=2[N:5]([CH3:18])[C:4](=[O:19])[C:3]=1[C:20](=[O:28])[CH2:21][CH2:22][C:23]([OH:25])=[O:24]. (7) Given the reactants C([O:8][C:9]1[CH:14]=[CH:13][C:12]([N:15]2[C:19]3=[N:20][CH:21]=[CH:22][CH:23]=[C:18]3[N:17]([CH2:24][CH2:25][CH3:26])[C:16]2=[O:27])=[CH:11][CH:10]=1)C1C=CC=CC=1, predict the reaction product. The product is: [OH:8][C:9]1[CH:10]=[CH:11][C:12]([N:15]2[C:19]3=[N:20][CH:21]=[CH:22][CH:23]=[C:18]3[N:17]([CH2:24][CH2:25][CH3:26])[C:16]2=[O:27])=[CH:13][CH:14]=1.